From a dataset of Catalyst prediction with 721,799 reactions and 888 catalyst types from USPTO. Predict which catalyst facilitates the given reaction. (1) Reactant: [CH2:1]([CH:4]([CH2:19][CH2:20][CH3:21])[C:5]([NH:7][C:8]1[CH:13]=[CH:12][C:11]([CH:14]=[CH:15][C:16](O)=[O:17])=[CH:10][CH:9]=1)=[O:6])[CH2:2][CH3:3].C(Cl)CCl.[OH2:26].OC1C2N=NNC=2C=CC=1.Cl.[NH2:38]O. Product: [OH:26][NH:38][C:16](=[O:17])[CH:15]=[CH:14][C:11]1[CH:12]=[CH:13][C:8]([NH:7][C:5](=[O:6])[CH:4]([CH2:19][CH2:20][CH3:21])[CH2:1][CH2:2][CH3:3])=[CH:9][CH:10]=1. The catalyst class is: 3. (2) Reactant: [NH2:1][CH2:2][CH2:3][O:4][CH2:5][C:6]1[NH:11][C:10]([CH2:12][O:13][CH3:14])=[C:9]([C:15]([O:17]CCC#N)=[O:16])[CH:8]([C:22]2[CH:27]=[CH:26][CH:25]=[C:24]([Cl:28])[CH:23]=2)[C:7]=1[C:29](=[O:46])[NH:30][CH2:31][CH2:32][CH:33]([C:40]1[CH:45]=[CH:44][CH:43]=[CH:42][CH:41]=1)[C:34]1[CH:39]=[CH:38][CH:37]=[CH:36][CH:35]=1.[OH-].[Na+].Cl. Product: [NH2:1][CH2:2][CH2:3][O:4][CH2:5][C:6]1[NH:11][C:10]([CH2:12][O:13][CH3:14])=[C:9]([C:15]([OH:17])=[O:16])[CH:8]([C:22]2[CH:27]=[CH:26][CH:25]=[C:24]([Cl:28])[CH:23]=2)[C:7]=1[C:29](=[O:46])[NH:30][CH2:31][CH2:32][CH:33]([C:40]1[CH:45]=[CH:44][CH:43]=[CH:42][CH:41]=1)[C:34]1[CH:35]=[CH:36][CH:37]=[CH:38][CH:39]=1. The catalyst class is: 5. (3) Reactant: COC([C:5]1([CH2:24][C:25]2[CH:30]=[CH:29][C:28]([Cl:31])=[CH:27][CH:26]=2)[CH2:9][CH2:8][C:7]([CH2:11][O:12][S:13]([C:16]2[CH:21]=[CH:20][C:19]([CH3:22])=[CH:18][CH:17]=2)(=[O:15])=[O:14])([CH3:10])[C:6]1=[O:23])=O.O.C1(C)C=CC(S(O)(=O)=O)=CC=1. Product: [Cl:31][C:28]1[CH:27]=[CH:26][C:25]([CH2:24][CH:5]2[CH2:9][CH2:8][C:7]([CH2:11][O:12][S:13]([C:16]3[CH:17]=[CH:18][C:19]([CH3:22])=[CH:20][CH:21]=3)(=[O:14])=[O:15])([CH3:10])[C:6]2=[O:23])=[CH:30][CH:29]=1. The catalyst class is: 6. (4) Reactant: C[O:2][C:3](=[O:33])[C:4]1[CH:9]=[CH:8][CH:7]=[C:6]([CH2:10][N:11]2[C:16](=[O:17])[CH:15]=[CH:14][C:13]([C:18]3[CH:23]=[CH:22][CH:21]=[C:20]([CH2:24][CH2:25][N:26]4[C:30]([NH2:31])=[CH:29][C:28]([CH3:32])=[N:27]4)[CH:19]=3)=[N:12]2)[CH:5]=1.O.[OH-].[Li+:36].O. Product: [Li+:36].[NH2:31][C:30]1[N:26]([CH2:25][CH2:24][C:20]2[CH:19]=[C:18]([C:13]3[CH:14]=[CH:15][C:16](=[O:17])[N:11]([CH2:10][C:6]4[CH:5]=[C:4]([CH:9]=[CH:8][CH:7]=4)[C:3]([O-:33])=[O:2])[N:12]=3)[CH:23]=[CH:22][CH:21]=2)[N:27]=[C:28]([CH3:32])[CH:29]=1. The catalyst class is: 1. (5) Reactant: [O:1]1[C:5]2=[CH:6][C:7]3[CH:8]=[C:9]([C:13]([O:15]CC)=[O:14])[NH:10][C:11]=3[CH:12]=[C:4]2[O:3][CH2:2]1.O[Li].O. Product: [O:1]1[C:5]2=[CH:6][C:7]3[CH:8]=[C:9]([C:13]([OH:15])=[O:14])[NH:10][C:11]=3[CH:12]=[C:4]2[O:3][CH2:2]1. The catalyst class is: 8. (6) Reactant: [NH2:1][C:2]1[C:7]([O:8][C:9]2[CH:14]=[CH:13][CH:12]=[CH:11][CH:10]=2)=[C:6]([Br:15])[CH:5]=[CH:4][C:3]=1[OH:16].C(=O)([O-])[O-].[K+].[K+].Br[CH2:24][C:25](Br)=[O:26]. Product: [Br:15][C:6]1[CH:5]=[CH:4][C:3]2[O:16][CH2:24][C:25](=[O:26])[NH:1][C:2]=2[C:7]=1[O:8][C:9]1[CH:14]=[CH:13][CH:12]=[CH:11][CH:10]=1. The catalyst class is: 47. (7) Reactant: [F:1][C:2]([F:12])([F:11])[O:3][C:4]1[CH:5]=[C:6](Br)[CH:7]=[CH:8][CH:9]=1.[Li]CCCC.[C:18]([C:20]1[CH:25]=[CH:24][CH:23]=[CH:22][N:21]=1)#[N:19].C[Si](C)(C)[Cl:28].[CH2:31]([Mg]Cl)[C:32]1[CH:37]=[CH:36][CH:35]=[CH:34][CH:33]=1. Product: [Cl:28][C:23]1[CH:24]=[CH:25][C:20]([C:18]([C:6]2[CH:7]=[CH:8][CH:9]=[C:4]([O:3][C:2]([F:12])([F:11])[F:1])[CH:5]=2)([NH2:19])[CH2:31][C:32]2[CH:37]=[CH:36][CH:35]=[CH:34][CH:33]=2)=[N:21][CH:22]=1. The catalyst class is: 332. (8) Product: [O:14]1[CH:15]=[CH:16][CH:17]=[C:13]1[C:4]1[N:3]=[C:2]([NH:19][CH3:18])[CH:7]=[C:6]([C:8]2[S:9][CH:10]=[CH:11][N:12]=2)[N:5]=1. The catalyst class is: 8. Reactant: Cl[C:2]1[CH:7]=[C:6]([C:8]2[S:9][CH:10]=[CH:11][N:12]=2)[N:5]=[C:4]([C:13]2[O:14][CH:15]=[CH:16][CH:17]=2)[N:3]=1.[CH3:18][NH2:19]. (9) Reactant: [N:1]1[C:10]2[C:5](=[CH:6][C:7]([CH:11]([CH3:15])[C:12](O)=[O:13])=[CH:8][CH:9]=2)[CH:4]=[CH:3][CH:2]=1.O.[NH2:17][NH2:18]. Product: [N:1]1[C:10]2[C:5](=[CH:6][C:7]([CH:11]([CH3:15])[C:12]([NH:17][NH2:18])=[O:13])=[CH:8][CH:9]=2)[CH:4]=[CH:3][CH:2]=1. The catalyst class is: 5. (10) Reactant: [Cl:1][C:2]1[N:3]=[N:4][CH:5]=[C:6](Cl)[N:7]=1.C(N(C(C)C)CC)(C)C.[C:18]([N:25]1[CH2:30][CH2:29][NH:28][CH2:27][CH2:26]1)([O:20][C:21]([CH3:24])([CH3:23])[CH3:22])=[O:19].C(OCC)(=O)C. Product: [C:18]([N:25]1[CH2:26][CH2:27][N:28]([C:6]2[N:7]=[C:2]([Cl:1])[N:3]=[N:4][CH:5]=2)[CH2:29][CH2:30]1)([O:20][C:21]([CH3:24])([CH3:23])[CH3:22])=[O:19]. The catalyst class is: 12.